Predict the reaction yield, written as a fraction of the theoretical maximum amount of product (1.0 means a 100% yield; for example, 0.34 means a 34% yield). From a dataset of Reaction yield outcomes from USPTO patents with 853,638 reactions. (1) The reactants are COC(C1C=C(O)C2C(=C(OCC3C=CC=CC=3)C=CC=2Br)N=1)=O.[CH3:25][O:26][C:27]([C:29]1[CH:38]=[C:37]([OH:39])[C:36]2[C:31](=[C:32]([O:42]CC3C=CC=CC=3)[C:33]([Cl:41])=[CH:34][C:35]=2[Cl:40])[N:30]=1)=[O:28]. No catalyst specified. The product is [CH3:25][O:26][C:27]([C:29]1[CH:38]=[C:37]([OH:39])[C:36]2[C:31](=[C:32]([OH:42])[C:33]([Cl:41])=[CH:34][C:35]=2[Cl:40])[N:30]=1)=[O:28]. The yield is 0.880. (2) The reactants are Br[C:2]1[CH:7]=[CH:6][C:5]([OH:8])=[CH:4][CH:3]=1.[CH3:9][NH:10][C:11]1[CH:16]=[CH:15][C:14]([CH3:17])=[CH:13][CH:12]=1. No catalyst specified. The product is [CH3:9][N:10]([C:11]1[CH:16]=[CH:15][C:14]([CH3:17])=[CH:13][CH:12]=1)[C:2]1[CH:7]=[CH:6][C:5]([OH:8])=[CH:4][CH:3]=1. The yield is 0.530. (3) The catalyst is ClCCl.[O-2].[O-2].[Mn+4]. The yield is 0.910. The product is [CH:2]([C:3]1[O:7][C:6]([C:8]2[CH:13]=[CH:12][CH:11]=[C:10]([I:14])[CH:9]=2)=[N:5][CH:4]=1)=[O:1]. The reactants are [OH:1][CH2:2][C:3]1[O:7][C:6]([C:8]2[CH:13]=[CH:12][CH:11]=[C:10]([I:14])[CH:9]=2)=[N:5][CH:4]=1. (4) The reactants are [Cl-].O[NH3+:3].[C:4](=[O:7])([O-])[OH:5].[Na+].CS(C)=O.[OH:13][C:14]([CH3:53])([CH3:52])[CH2:15][O:16][C@H:17]1[CH2:22][CH2:21][C@H:20]([N:23]2[C:28](=[O:29])[C:27]([CH:30]([C:32]3[CH:37]=[CH:36][C:35]([C:38]4[C:39]([C:44]#[N:45])=[CH:40][CH:41]=[CH:42][CH:43]=4)=[CH:34][CH:33]=3)[CH3:31])=[C:26]([CH2:46][CH2:47][CH3:48])[N:25]3[N:49]=[CH:50][N:51]=[C:24]23)[CH2:19][CH2:18]1. The catalyst is C(OCC)(=O)C. The product is [OH:13][C:14]([CH3:53])([CH3:52])[CH2:15][O:16][C@H:17]1[CH2:18][CH2:19][C@H:20]([N:23]2[C:28](=[O:29])[C:27]([CH:30]([C:32]3[CH:37]=[CH:36][C:35]([C:38]4[CH:43]=[CH:42][CH:41]=[CH:40][C:39]=4[C:44]4[NH:3][C:4](=[O:7])[O:5][N:45]=4)=[CH:34][CH:33]=3)[CH3:31])=[C:26]([CH2:46][CH2:47][CH3:48])[N:25]3[N:49]=[CH:50][N:51]=[C:24]23)[CH2:21][CH2:22]1. The yield is 0.370. (5) The product is [Br:8][C:5]1[CH:6]=[CH:7][C:2]([C:17]([CH:19]2[CH2:24][CH2:23][N:22]([C:25]3[CH:30]=[CH:29][CH:28]=[CH:27][N:26]=3)[CH2:21][CH2:20]2)=[O:18])=[CH:3][CH:4]=1. The reactants are Br[C:2]1[CH:7]=[CH:6][C:5]([Br:8])=[CH:4][CH:3]=1.C([Li])CCC.CON(C)[C:17]([CH:19]1[CH2:24][CH2:23][N:22]([C:25]2[CH:30]=[CH:29][CH:28]=[CH:27][N:26]=2)[CH2:21][CH2:20]1)=[O:18]. The catalyst is C1COCC1. The yield is 0.710. (6) The reactants are [C:1]([O:5][C:6]([NH:8][C:9]1[CH:10]=[C:11]([C:15]([NH:17][C:18]2[N:19]=[C:20]([C:24]([NH:26][C:27]3[CH:28]=[C:29]([C:33]([NH:35][C:36]4[CH:37]=[C:38]([C:42]([O:44]C)=[O:43])[N:39]([CH3:41])[CH:40]=4)=[O:34])[N:30]([CH3:32])[CH:31]=3)=[O:25])[N:21]([CH3:23])[CH:22]=2)=[O:16])[N:12]([CH3:14])[CH:13]=1)=[O:7])([CH3:4])([CH3:3])[CH3:2].[Li+].[OH-]. The catalyst is CC(N(C)C)=O.O. The product is [C:1]([O:5][C:6]([NH:8][C:9]1[CH:10]=[C:11]([C:15]([NH:17][C:18]2[N:19]=[C:20]([C:24]([NH:26][C:27]3[CH:28]=[C:29]([C:33]([NH:35][C:36]4[CH:37]=[C:38]([C:42]([OH:44])=[O:43])[N:39]([CH3:41])[CH:40]=4)=[O:34])[N:30]([CH3:32])[CH:31]=3)=[O:25])[N:21]([CH3:23])[CH:22]=2)=[O:16])[N:12]([CH3:14])[CH:13]=1)=[O:7])([CH3:4])([CH3:2])[CH3:3]. The yield is 0.730.